This data is from Reaction yield outcomes from USPTO patents with 853,638 reactions. The task is: Predict the reaction yield, written as a fraction of the theoretical maximum amount of product (1.0 means a 100% yield; for example, 0.34 means a 34% yield). (1) The reactants are [CH2:1]([N:8]1[CH2:13][CH2:12][CH2:11][CH:10]([CH2:14][OH:15])[CH2:9]1)[C:2]1[CH:7]=[CH:6][CH:5]=[CH:4][CH:3]=1.C(N(CC)CC)C.[C:23]1([CH3:33])[CH:28]=[CH:27][C:26]([S:29](Cl)(=[O:31])=[O:30])=[CH:25][CH:24]=1. The catalyst is ClCCl. The product is [CH3:33][C:23]1[CH:28]=[CH:27][C:26]([S:29]([O:15][CH2:14][CH:10]2[CH2:11][CH2:12][CH2:13][N:8]([CH2:1][C:2]3[CH:7]=[CH:6][CH:5]=[CH:4][CH:3]=3)[CH2:9]2)(=[O:31])=[O:30])=[CH:25][CH:24]=1. The yield is 0.800. (2) The catalyst is CN(C=O)C. The reactants are [NH2:1][CH2:2][CH2:3][N:4]1[C:8]2=[N:9][CH:10]=[N:11][C:12]([NH2:13])=[C:7]2[C:6]([C:14]2[CH:19]=[CH:18][C:17]([O:20][C:21]3[CH:26]=[CH:25][CH:24]=[CH:23][CH:22]=3)=[CH:16][CH:15]=2)=[N:5]1.[C:27]([CH2:29][C:30](O)=[O:31])#[N:28].CN(C(ON1N=NC2C=CC=NC1=2)=[N+](C)C)C.F[P-](F)(F)(F)(F)F.O. The product is [NH2:13][C:12]1[N:11]=[CH:10][N:9]=[C:8]2[N:4]([CH2:3][CH2:2][NH:1][C:30](=[O:31])[CH2:29][C:27]#[N:28])[N:5]=[C:6]([C:14]3[CH:19]=[CH:18][C:17]([O:20][C:21]4[CH:26]=[CH:25][CH:24]=[CH:23][CH:22]=4)=[CH:16][CH:15]=3)[C:7]=12. The yield is 0.220. (3) The product is [Cl:16][C:6]1[CH:7]=[C:8]([C:12]([O:14][CH3:15])=[O:13])[C:9]2[C:10]([CH3:11])=[C:2]([CH2:20][N:21]([CH3:23])[CH3:22])[N:3]([CH:17]([CH3:19])[CH3:18])[C:4]=2[CH:5]=1. The catalyst is O1CCOCC1.CCOC(C)=O.O.C([O-])(=O)C.[Pd+2].C([O-])(=O)C. The yield is 0.480. The reactants are Br[C:2]1[N:3]([CH:17]([CH3:19])[CH3:18])[C:4]2[CH:5]=[C:6]([Cl:16])[CH:7]=[C:8]([C:12]([O:14][CH3:15])=[O:13])[C:9]=2[C:10]=1[CH3:11].[CH3:20][N:21]([CH2:23][B-](F)(F)F)[CH3:22].[K+].P([O-])([O-])([O-])=O.[K+].[K+].[K+].COC1C=CC=C(OC)C=1C1C=CC=CC=1P(C1CCCCC1)C1CCCCC1.